Predict the reactants needed to synthesize the given product. From a dataset of Full USPTO retrosynthesis dataset with 1.9M reactions from patents (1976-2016). (1) Given the product [CH3:17][O:16][C:13]1[CH:14]=[CH:15][C:10]([N:8]([CH3:9])[C:6]2[C:5]3[CH2:18][CH2:19][CH2:20][C:4]=3[N:3]=[C:2]([NH:23][CH3:21])[N:7]=2)=[CH:11][CH:12]=1, predict the reactants needed to synthesize it. The reactants are: Cl[C:2]1[N:7]=[C:6]([N:8]([C:10]2[CH:15]=[CH:14][C:13]([O:16][CH3:17])=[CH:12][CH:11]=2)[CH3:9])[C:5]2[CH2:18][CH2:19][CH2:20][C:4]=2[N:3]=1.[CH2:21]([N:23](C(C)C)C(C)C)C.CN. (2) Given the product [F:1][C:2]1[CH:3]=[CH:4][C:5]([C:8]2[C:16]3[C:11](=[N:12][CH:13]=[C:14]([NH2:17])[CH:15]=3)[NH:10][N:9]=2)=[CH:6][CH:7]=1, predict the reactants needed to synthesize it. The reactants are: [F:1][C:2]1[CH:7]=[CH:6][C:5]([C:8]2[C:16]3[C:11](=[N:12][CH:13]=[C:14]([N+:17]([O-])=O)[CH:15]=3)[NH:10][N:9]=2)=[CH:4][CH:3]=1.[H][H]. (3) The reactants are: CC(OC(/N=N/C(OC(C)C)=O)=O)C.[CH2:15]([O:17][C:18]([C:20]1[CH2:25][C@H:24]([NH:26][C:27]([O:29][C:30]([CH3:33])([CH3:32])[CH3:31])=[O:28])[C@@H:23]([NH:34][C:35](=[O:37])[CH3:36])[C@H:22](O)[CH:21]=1)=[O:19])[CH3:16].CCN(CC)CC.CCCCCC.C(OCC)(=O)C. Given the product [C:35]([N:34]1[C@@H:22]2[C@H:23]1[C@@H:24]([NH:26][C:27]([O:29][C:30]([CH3:33])([CH3:32])[CH3:31])=[O:28])[CH2:25][C:20]([C:18]([O:17][CH2:15][CH3:16])=[O:19])=[CH:21]2)(=[O:37])[CH3:36], predict the reactants needed to synthesize it. (4) Given the product [NH2:56][C:54]1[NH:53][N:52]=[C:51]([NH:50][C:43]2[CH:44]=[C:45]([C:46]([F:47])([F:48])[F:49])[C:40]([C:20]3[CH:21]=[CH:22][C:23]([O:37][CH3:38])=[C:24]([S:26]([NH:29][C@H:30]4[CH2:35][CH2:34][C@H:33]([OH:36])[CH2:32][CH2:31]4)(=[O:28])=[O:27])[CH:25]=3)=[C:41]([Cl:57])[CH:42]=2)[N:55]=1, predict the reactants needed to synthesize it. The reactants are: B1(B2OC(C)(C)C(C)(C)O2)OC(C)(C)C(C)(C)O1.Br[C:20]1[CH:21]=[CH:22][C:23]([O:37][CH3:38])=[C:24]([S:26]([NH:29][C@H:30]2[CH2:35][CH2:34][C@H:33]([OH:36])[CH2:32][CH2:31]2)(=[O:28])=[O:27])[CH:25]=1.Br[C:40]1[C:45]([C:46]([F:49])([F:48])[F:47])=[CH:44][C:43]([NH:50][C:51]2[N:55]=[C:54]([NH2:56])[NH:53][N:52]=2)=[CH:42][C:41]=1[Cl:57].CN1C(C)(C)CC(SC2C=CC(B3OC(C)(C)C(C)(C)O3)=CC=2)CC1(C)C.C([O-])(=O)C.[K+].C([O-])([O-])=O.[K+].[K+]. (5) Given the product [OH:48][C:45]([CH3:46])([CH3:47])[CH2:44][C@@:35]1([C:38]2[CH:43]=[CH:42][CH:41]=[CH:40][CH:39]=2)[O:34][C:33](=[O:49])[N:32]([C@H:30]([C:27]2[CH:26]=[CH:25][C:24]([C:9]3[CH:10]=[CH:11][CH:12]=[C:13]([N:15]4[CH:20]=[CH:19][CH:18]=[CH:17][C:16]4=[O:21])[N:14]=3)=[CH:29][CH:28]=2)[CH3:31])[CH2:37][CH2:36]1, predict the reactants needed to synthesize it. The reactants are: CC1(C)C(C)(C)OB([C:9]2[N:14]=[C:13]([N:15]3[CH:20]=[CH:19][CH:18]=[CH:17][C:16]3=[O:21])[CH:12]=[CH:11][CH:10]=2)O1.Br[C:24]1[CH:29]=[CH:28][C:27]([C@@H:30]([N:32]2[CH2:37][CH2:36][C@:35]([CH2:44][C:45]([OH:48])([CH3:47])[CH3:46])([C:38]3[CH:43]=[CH:42][CH:41]=[CH:40][CH:39]=3)[O:34][C:33]2=[O:49])[CH3:31])=[CH:26][CH:25]=1. (6) Given the product [CH2:1]([O:8][C@H:9]1[CH2:13][N:12]([C:14]([O:16][C:17]([CH3:19])([CH3:20])[CH3:18])=[O:15])[C@H:11]([C:21]([CH2:55][O:64][CH3:61])=[O:23])[CH2:10]1)[C:2]1[CH:7]=[CH:6][CH:5]=[CH:4][CH:3]=1, predict the reactants needed to synthesize it. The reactants are: [CH2:1]([O:8][C@H:9]1[CH2:13][N:12]([C:14]([O:16][C:17]([CH3:20])([CH3:19])[CH3:18])=[O:15])[C@H:11]([C:21]([OH:23])=O)[CH2:10]1)[C:2]1[CH:7]=[CH:6][CH:5]=[CH:4][CH:3]=1.Cl.CN(C)O.C(N(C(C)C)CC)(C)C.Cl.CN(C)CCCN=C=NCC.O.ON1C2C=CC=C[C:55]=2N=N1.[C:61](=[O:64])([O-])O.[Na+]. (7) Given the product [Cl:26][C:16]1[CH:15]=[C:14]([C:19]2[CH:24]=[CH:23][CH:22]=[CH:21][CH:20]=2)[N:13]=[C:12]([C:6]2[CH:11]=[CH:10][CH:9]=[CH:8][CH:7]=2)[N:17]=1, predict the reactants needed to synthesize it. The reactants are: P(Cl)(Cl)(Cl)=O.[C:6]1([C:12]2[NH:17][C:16](=O)[CH:15]=[C:14]([C:19]3[CH:24]=[CH:23][CH:22]=[CH:21][CH:20]=3)[N:13]=2)[CH:11]=[CH:10][CH:9]=[CH:8][CH:7]=1.P(Cl)(Cl)(Cl)(Cl)[Cl:26].